This data is from Reaction yield outcomes from USPTO patents with 853,638 reactions. The task is: Predict the reaction yield, written as a fraction of the theoretical maximum amount of product (1.0 means a 100% yield; for example, 0.34 means a 34% yield). (1) The reactants are C[Si]([C:5]#[C:6][C:7]1[CH:8]=[CH:9][C:10]([N:13]2[CH2:18][CH2:17][N:16]([C:19]([O:21][C:22]([CH3:25])([CH3:24])[CH3:23])=[O:20])[CH2:15][CH2:14]2)=[N:11][CH:12]=1)(C)C.[F-].C([N+](CCCC)(CCCC)CCCC)CCC.O. The catalyst is C1COCC1. The product is [C:6]([C:7]1[CH:8]=[CH:9][C:10]([N:13]2[CH2:14][CH2:15][N:16]([C:19]([O:21][C:22]([CH3:25])([CH3:24])[CH3:23])=[O:20])[CH2:17][CH2:18]2)=[N:11][CH:12]=1)#[CH:5]. The yield is 1.00. (2) The reactants are [Br:1][C:2]1[CH:7]=[CH:6][C:5]([CH:8]([CH2:12][NH:13][CH3:14])[CH2:9][CH2:10][OH:11])=[CH:4][CH:3]=1.N1C=CN=C1.[CH:20]([Si:23]([CH:28]([CH3:30])[CH3:29])([CH:25]([CH3:27])[CH3:26])Cl)([CH3:22])[CH3:21]. The catalyst is C(Cl)Cl. The product is [Br:1][C:2]1[CH:3]=[CH:4][C:5]([CH:8]([CH2:9][CH2:10][O:11][Si:23]([CH:28]([CH3:30])[CH3:29])([CH:25]([CH3:27])[CH3:26])[CH:20]([CH3:22])[CH3:21])[CH2:12][NH:13][CH3:14])=[CH:6][CH:7]=1. The yield is 0.750.